This data is from Reaction yield outcomes from USPTO patents with 853,638 reactions. The task is: Predict the reaction yield, written as a fraction of the theoretical maximum amount of product (1.0 means a 100% yield; for example, 0.34 means a 34% yield). The reactants are [F:1][C:2]1[CH:7]=[CH:6][C:5]([C:8]([C:10]2[N:19]=[C:18]([NH:20][C:21]3[CH:25]=[C:24]([CH3:26])[NH:23][N:22]=3)[C:17]3[C:12](=[CH:13][CH:14]=[CH:15][CH:16]=3)[N:11]=2)=[O:9])=[CH:4][CH:3]=1.[BH4-].[Na+]. The catalyst is CO.C1COCC1. The product is [F:1][C:2]1[CH:7]=[CH:6][C:5]([CH:8]([C:10]2[N:19]=[C:18]([NH:20][C:21]3[CH:25]=[C:24]([CH3:26])[NH:23][N:22]=3)[C:17]3[C:12](=[CH:13][CH:14]=[CH:15][CH:16]=3)[N:11]=2)[OH:9])=[CH:4][CH:3]=1. The yield is 0.300.